Dataset: Blood-brain barrier permeability classification from the B3DB database. Task: Regression/Classification. Given a drug SMILES string, predict its absorption, distribution, metabolism, or excretion properties. Task type varies by dataset: regression for continuous measurements (e.g., permeability, clearance, half-life) or binary classification for categorical outcomes (e.g., BBB penetration, CYP inhibition). Dataset: b3db_classification. (1) The compound is N#Cc1c(N2CCc3ccccc3CC2)ncn(CCO)c1=O. The result is 1 (penetrates BBB). (2) The drug is CN1CC[C@]23c4c5ccc(O)c4O[C@H]2C(=O)C=C[C@@]3(CCCCCN)[C@H]1C5. The result is 1 (penetrates BBB).